From a dataset of Forward reaction prediction with 1.9M reactions from USPTO patents (1976-2016). Predict the product of the given reaction. Given the reactants [Cl:1][C:2]1[CH:3]=[C:4]([CH:7]=[CH:8][C:9]=1[Cl:10])[CH2:5][OH:6].CC(C)([O-])C.[K+].[Cl:17][C:18]1[C:19](F)=[CH:20][C:21]([F:33])=[C:22]([CH:32]=1)[C:23]([NH:25][S:26](=[O:31])(=[O:30])[N:27]([CH3:29])[CH3:28])=[O:24], predict the reaction product. The product is: [Cl:17][C:18]1[C:19]([O:6][CH2:5][C:4]2[CH:7]=[CH:8][C:9]([Cl:10])=[C:2]([Cl:1])[CH:3]=2)=[CH:20][C:21]([F:33])=[C:22]([CH:32]=1)[C:23]([NH:25][S:26](=[O:30])(=[O:31])[N:27]([CH3:29])[CH3:28])=[O:24].